This data is from Reaction yield outcomes from USPTO patents with 853,638 reactions. The task is: Predict the reaction yield, written as a fraction of the theoretical maximum amount of product (1.0 means a 100% yield; for example, 0.34 means a 34% yield). (1) The reactants are [CH2:1]([C:3]1[CH:4]=[C:5]([CH:7]=[CH:8][CH:9]=1)N)[CH3:2].N([O-])=O.[Na+].[BrH:14]. The catalyst is S(O)=O.[Cu]Br. The product is [Br:14][C:5]1[CH:7]=[CH:8][CH:9]=[C:3]([CH2:1][CH3:2])[CH:4]=1. The yield is 0.400. (2) The reactants are [NH2:1][C:2]1[CH:7]=[CH:6][C:5]([CH:8]2[N:12]([C:13]3[CH:18]=[CH:17][C:16]([F:19])=[CH:15][CH:14]=3)[CH:11]([C:20]3[CH:25]=[CH:24][C:23]([C:26]4[N:27]=[C:28]([C@@H:31]5[CH2:35][CH2:34][CH2:33][N:32]5[C:36]([O:38][C:39]([CH3:42])([CH3:41])[CH3:40])=[O:37])[NH:29][CH:30]=4)=[CH:22][CH:21]=3)[CH2:10][CH2:9]2)=[CH:4][CH:3]=1.[C:43]([O:47][C:48]([N:50]1[CH2:54][CH2:53][CH2:52][C@H:51]1[C:55](O)=[O:56])=[O:49])([CH3:46])([CH3:45])[CH3:44].CN(C(ON1N=NC2C=CC=NC1=2)=[N+](C)C)C.F[P-](F)(F)(F)(F)F.CCN(C(C)C)C(C)C.C(=O)([O-])[O-].[K+].[K+]. The catalyst is CS(C)=O.ClCCl. The product is [C:39]([O:38][C:36]([N:32]1[CH2:33][CH2:34][CH2:35][C@H:31]1[C:28]1[NH:29][CH:30]=[C:26]([C:23]2[CH:24]=[CH:25][C:20]([CH:11]3[N:12]([C:13]4[CH:14]=[CH:15][C:16]([F:19])=[CH:17][CH:18]=4)[CH:8]([C:5]4[CH:6]=[CH:7][C:2]([NH:1][C:55]([C@@H:51]5[CH2:52][CH2:53][CH2:54][N:50]5[C:48]([O:47][C:43]([CH3:46])([CH3:45])[CH3:44])=[O:49])=[O:56])=[CH:3][CH:4]=4)[CH2:9][CH2:10]3)=[CH:21][CH:22]=2)[N:27]=1)=[O:37])([CH3:42])([CH3:41])[CH3:40]. The yield is 0.910. (3) The reactants are [F:1][C:2]1[CH:3]=[C:4]([CH:6]=[CH:7][C:8]=1[O:9][C:10]1[C:19]2[C:14](=[CH:15][C:16]([O:22][CH2:23][CH2:24][CH2:25][N:26]3[CH2:31][CH2:30][O:29][CH2:28][CH2:27]3)=[C:17]([O:20][CH3:21])[CH:18]=2)[N:13]=[CH:12][CH:11]=1)[NH2:5].[F:32][C:33]1[CH:49]=[CH:48][C:36]([CH2:37][N:38]2[CH:43]=[CH:42][CH:41]=[C:40]([C:44](O)=[O:45])[C:39]2=[O:47])=[CH:35][CH:34]=1. No catalyst specified. The product is [F:1][C:2]1[CH:3]=[C:4]([NH:5][C:44]([C:40]2[C:39](=[O:47])[N:38]([CH2:37][C:36]3[CH:35]=[CH:34][C:33]([F:32])=[CH:49][CH:48]=3)[CH:43]=[CH:42][CH:41]=2)=[O:45])[CH:6]=[CH:7][C:8]=1[O:9][C:10]1[C:19]2[C:14](=[CH:15][C:16]([O:22][CH2:23][CH2:24][CH2:25][N:26]3[CH2:31][CH2:30][O:29][CH2:28][CH2:27]3)=[C:17]([O:20][CH3:21])[CH:18]=2)[N:13]=[CH:12][CH:11]=1. The yield is 0.460.